This data is from Forward reaction prediction with 1.9M reactions from USPTO patents (1976-2016). The task is: Predict the product of the given reaction. (1) Given the reactants Cl.[Br:2][C:3]1[CH:11]=[CH:10][CH:9]=[C:8]2[C:4]=1[CH2:5][CH2:6][C@@H:7]2[NH2:12].C(N(CC)CC)C.[C:20](O[C:20]([O:22][C:23]([CH3:26])([CH3:25])[CH3:24])=[O:21])([O:22][C:23]([CH3:26])([CH3:25])[CH3:24])=[O:21], predict the reaction product. The product is: [Br:2][C:3]1[CH:11]=[CH:10][CH:9]=[C:8]2[C:4]=1[CH2:5][CH2:6][C@@H:7]2[NH:12][C:20](=[O:21])[O:22][C:23]([CH3:26])([CH3:25])[CH3:24]. (2) Given the reactants [CH3:1][O:2][C:3]1[CH:4]=[C:5]([CH:10]=[CH:11][C:12]=1[O:13][CH2:14][C:15]#[CH:16])[C:6]([O:8][CH3:9])=[O:7].C(O)CO.C(=O)=O.Cl[Sn](Cl)(Cl)Cl.[N+:29]([O-])([OH:31])=[O:30], predict the reaction product. The product is: [CH3:1][O:2][C:3]1[C:12]([O:13][CH2:14][C:15]#[CH:16])=[CH:11][C:10]([N+:29]([O-:31])=[O:30])=[C:5]([CH:4]=1)[C:6]([O:8][CH3:9])=[O:7]. (3) Given the reactants [Br:1][CH:2]([C:4]1[N:5]=[C:6]2[S:13][CH:12]=[CH:11][N:7]2[C:8](=[O:10])[CH:9]=1)[CH3:3].[Br:14]N1C(=O)CCC1=O, predict the reaction product. The product is: [Br:14][C:9]1[C:8](=[O:10])[N:7]2[CH:11]=[CH:12][S:13][C:6]2=[N:5][C:4]=1[CH:2]([Br:1])[CH3:3]. (4) Given the reactants [CH3:1][O:2][C:3]([C:5]1[C:13]2[C:8](=[N:9][CH:10]=[C:11]([Br:14])[CH:12]=2)[NH:7][C:6]=1[CH3:15])=[O:4].[OH-].[Na+].[C:18]1([S:24](Cl)(=[O:26])=[O:25])[CH:23]=[CH:22][CH:21]=[CH:20][CH:19]=1, predict the reaction product. The product is: [CH3:1][O:2][C:3]([C:5]1[C:13]2[C:8](=[N:9][CH:10]=[C:11]([Br:14])[CH:12]=2)[N:7]([S:24]([C:18]2[CH:23]=[CH:22][CH:21]=[CH:20][CH:19]=2)(=[O:26])=[O:25])[C:6]=1[CH3:15])=[O:4].